This data is from Forward reaction prediction with 1.9M reactions from USPTO patents (1976-2016). The task is: Predict the product of the given reaction. (1) Given the reactants [Cl:1][C:2]1[N:3]=[C:4](Cl)[C:5]2[C:10]([C:11]3[CH:16]=[CH:15][N:14]=[CH:13][CH:12]=3)=[CH:9][N:8]([CH2:17][O:18][CH2:19][CH2:20][Si:21]([CH3:24])([CH3:23])[CH3:22])[C:6]=2[N:7]=1.Cl.[O:27]1[CH2:32][CH2:31][CH:30]([NH2:33])[CH2:29][CH2:28]1.C(N(CC)CC)C, predict the reaction product. The product is: [Cl:1][C:2]1[N:3]=[C:4]([NH:33][CH:30]2[CH2:31][CH2:32][O:27][CH2:28][CH2:29]2)[C:5]2[C:10]([C:11]3[CH:16]=[CH:15][N:14]=[CH:13][CH:12]=3)=[CH:9][N:8]([CH2:17][O:18][CH2:19][CH2:20][Si:21]([CH3:24])([CH3:23])[CH3:22])[C:6]=2[N:7]=1. (2) Given the reactants [CH3:1][CH:2]([CH2:4][CH2:5][CH2:6][C@H:7]([C@@H:9]1[C@:27]2([CH3:28])[C@H:12]([C@H:13]3[C@H:24]([CH2:25][CH2:26]2)[C@:22]2([CH3:23])[C:16]([CH2:17][C@H:18]([CH2:20][CH2:21]2)[OH:19])=[CH:15][CH2:14]3)[CH2:11][CH2:10]1)[CH3:8])[CH3:3].[CH3:29][C:30](C)([O-:32])[CH3:31].[Li+].C(C1OC1)Br, predict the reaction product. The product is: [CH2:29]([CH2:3][CH:2]([CH2:4][CH2:5][CH2:6][C@H:7]([C@@H:9]1[C@:27]2([CH3:28])[C@H:12]([C@H:13]3[C@H:24]([CH2:25][CH2:26]2)[C@:22]2([CH3:23])[C:16]([CH2:17][C@H:18]([CH2:20][CH2:21]2)[OH:19])=[CH:15][CH2:14]3)[CH2:11][CH2:10]1)[CH3:8])[CH3:1])[CH:30]1[O:32][CH2:31]1. (3) Given the reactants Cl[C:2]1[CH:7]=[CH:6][C:5]([C:8]2[S:9][C:10]3[N:11]=[CH:12][N:13]=[CH:14][C:15]=3[N:16]=2)=[CH:4][C:3]=1[C:17]#[N:18].[CH3:19][N:20]1[CH2:25][CH2:24][NH:23][CH2:22][CH2:21]1, predict the reaction product. The product is: [C:17]([C:3]1[CH:4]=[C:5]([C:8]2[S:9][C:10]3[N:11]=[CH:12][N:13]=[CH:14][C:15]=3[N:16]=2)[CH:6]=[CH:7][C:2]=1[N:23]1[CH2:24][CH2:25][N:20]([CH3:19])[CH2:21][CH2:22]1)#[N:18]. (4) Given the reactants [C:1]1(=[O:7])[CH2:6][CH2:5][CH2:4][CH2:3][CH2:2]1.[CH2:8](O)[CH2:9][CH2:10][OH:11].C(OCC)(OCC)OCC.[OH-].[Na+], predict the reaction product. The product is: [CH2:10]1[O:11][C:1]2([CH2:6][CH2:5][CH2:4][CH2:3][CH2:2]2)[O:7][CH2:8][CH2:9]1.